Dataset: Peptide-MHC class I binding affinity with 185,985 pairs from IEDB/IMGT. Task: Regression. Given a peptide amino acid sequence and an MHC pseudo amino acid sequence, predict their binding affinity value. This is MHC class I binding data. The peptide sequence is LCFVVPDGY. The MHC is HLA-A26:01 with pseudo-sequence HLA-A26:01. The binding affinity (normalized) is 0.